Predict which catalyst facilitates the given reaction. From a dataset of Catalyst prediction with 721,799 reactions and 888 catalyst types from USPTO. (1) The catalyst class is: 24. Product: [C:15]([O:14][C:12]([N:1]1[CH2:6][CH2:5][CH2:4][C@@H:3]([C:7]([OH:9])=[O:8])[CH2:2]1)=[O:13])([CH3:18])([CH3:16])[CH3:17]. Reactant: [N:1]1([C:12]([O:14][C:15]([CH3:18])([CH3:17])[CH3:16])=[O:13])[CH2:6][CH2:5][CH2:4][C@@H:3]([C:7]([O:9]CC)=[O:8])[CH2:2]1.[Li+].[OH-]. (2) The catalyst class is: 25. Reactant: [O:1]1[C:5]2([CH2:10][CH2:9][C:8]([C:11]3[CH:12]=[N:13][N:14]([CH2:16][O:17][CH2:18][CH2:19][Si:20]([CH3:23])([CH3:22])[CH3:21])[CH:15]=3)=[CH:7][CH2:6]2)[O:4][CH2:3][CH2:2]1. Product: [O:4]1[C:5]2([CH2:6][CH2:7][CH:8]([C:11]3[CH:12]=[N:13][N:14]([CH2:16][O:17][CH2:18][CH2:19][Si:20]([CH3:23])([CH3:22])[CH3:21])[CH:15]=3)[CH2:9][CH2:10]2)[O:1][CH2:2][CH2:3]1. (3) Reactant: [O:1]=[C:2]1[CH:6]([C:7]([O:9][CH2:10][CH3:11])=[O:8])[S:5][C:4]([NH:12][C:13]2[CH:18]=[CH:17][CH:16]=[CH:15][C:14]=2[C:19]([F:22])([F:21])[F:20])=[N:3]1.[C:23]([O:27][C:28]([CH3:31])([CH3:30])[CH3:29])(=[O:26])[CH:24]=[CH2:25].C1CCN2C(=NCCC2)CC1. Product: [C:28]([O:27][C:23](=[O:26])[CH2:24][CH2:25][C:6]1([C:7]([O:9][CH2:10][CH3:11])=[O:8])[S:5][C:4]([NH:12][C:13]2[CH:18]=[CH:17][CH:16]=[CH:15][C:14]=2[C:19]([F:22])([F:20])[F:21])=[N:3][C:2]1=[O:1])([CH3:31])([CH3:30])[CH3:29]. The catalyst class is: 14. (4) Reactant: [OH:1][C:2]1[CH:11]=[CH:10][CH:9]=[C:8]2[C:3]=1[CH:4]=[CH:5][C:6]([C:12]1[CH:17]=[CH:16][CH:15]=[CH:14][CH:13]=1)=[N:7]2.N1C=CC=CC=1.[F:24][C:25]([F:38])([F:37])[S:26](O[S:26]([C:25]([F:38])([F:37])[F:24])(=[O:28])=[O:27])(=[O:28])=[O:27].O. Product: [F:24][C:25]([F:38])([F:37])[S:26]([O:1][C:2]1[CH:11]=[CH:10][CH:9]=[C:8]2[C:3]=1[CH:4]=[CH:5][C:6]([C:12]1[CH:13]=[CH:14][CH:15]=[CH:16][CH:17]=1)=[N:7]2)(=[O:28])=[O:27]. The catalyst class is: 2. (5) Reactant: [C:1]([O:4][CH2:5][C:6]([CH3:36])([CH3:35])[CH2:7][N:8]1[C:14]2[CH:15]=[CH:16][C:17]([Cl:19])=[CH:18][C:13]=2[C@@H:12]([C:20]2[CH:25]=[CH:24][CH:23]=[C:22]([O:26][CH3:27])[C:21]=2[O:28][CH3:29])[O:11][C@H:10]([CH2:30][C:31]([OH:33])=O)[C:9]1=[O:34])(=[O:3])[CH3:2].C(N(CC)CC)C.ClC(OCC(C)C)=O.[NH2:52][C:53]1[S:54][C:55]([C:59]([O:61][C:62]([CH3:65])([CH3:64])[CH3:63])=[O:60])=[C:56]([CH3:58])[N:57]=1.N1C=CC=CC=1. Product: [C:1]([O:4][CH2:5][C:6]([CH3:36])([CH3:35])[CH2:7][N:8]1[C:14]2[CH:15]=[CH:16][C:17]([Cl:19])=[CH:18][C:13]=2[C@@H:12]([C:20]2[CH:25]=[CH:24][CH:23]=[C:22]([O:26][CH3:27])[C:21]=2[O:28][CH3:29])[O:11][C@H:10]([CH2:30][C:31]([NH:52][C:53]2[S:54][C:55]([C:59]([O:61][C:62]([CH3:65])([CH3:64])[CH3:63])=[O:60])=[C:56]([CH3:58])[N:57]=2)=[O:33])[C:9]1=[O:34])(=[O:3])[CH3:2]. The catalyst class is: 35. (6) Reactant: O[CH2:2][C:3]1[C:4]([C:9]2[CH:13]=[CH:12][N:11]([CH2:14][CH2:15][C:16]([O:18][CH3:19])=[O:17])[N:10]=2)=[N:5][CH:6]=[CH:7][CH:8]=1.O=S(Cl)[Cl:22]. Product: [ClH:22].[Cl:22][CH2:2][C:3]1[C:4]([C:9]2[CH:13]=[CH:12][N:11]([CH2:14][CH2:15][C:16]([O:18][CH3:19])=[O:17])[N:10]=2)=[N:5][CH:6]=[CH:7][CH:8]=1. The catalyst class is: 2.